From a dataset of Catalyst prediction with 721,799 reactions and 888 catalyst types from USPTO. Predict which catalyst facilitates the given reaction. Reactant: C(OC(=O)[NH:7][C:8]1[CH:13]=[C:12]([C:14]#[N:15])[C:11]([N:16]([CH3:18])[CH3:17])=[CH:10][C:9]=1[NH:19][C:20](=O)[CH2:21][C:22]([C:24]1C=C[CH:27]=[C:26]([C:30]#[N:31])[CH:25]=1)=O)(C)(C)C.[C:34](O)([C:36](F)(F)F)=[O:35]. Product: [C:30]([C:26]1[CH:27]=[C:21]([C:20]2[CH2:36][C:34](=[O:35])[NH:7][C:8]3[CH:13]=[C:12]([C:14]#[N:15])[C:11]([N:16]([CH3:17])[CH3:18])=[CH:10][C:9]=3[N:19]=2)[CH:22]=[CH:24][CH:25]=1)#[N:31]. The catalyst class is: 2.